Dataset: Reaction yield outcomes from USPTO patents with 853,638 reactions. Task: Predict the reaction yield, written as a fraction of the theoretical maximum amount of product (1.0 means a 100% yield; for example, 0.34 means a 34% yield). (1) The reactants are [Br:1][C:2]1[CH:21]=[CH:20][C:5]([CH2:6][C@@H:7]([CH2:10][CH2:11][O:12][Si:13]([C:16]([CH3:19])([CH3:18])[CH3:17])([CH3:15])[CH3:14])[CH2:8][OH:9])=[CH:4][CH:3]=1.CCN(CC)CC. The catalyst is C(Cl)Cl.CS(C)=O. The product is [Br:1][C:2]1[CH:3]=[CH:4][C:5]([CH2:6][C@@H:7]([CH2:10][CH2:11][O:12][Si:13]([C:16]([CH3:17])([CH3:19])[CH3:18])([CH3:15])[CH3:14])[CH:8]=[O:9])=[CH:20][CH:21]=1. The yield is 0.670. (2) The reactants are [CH2:1]([O:8][N:9]1[C:15](=[O:16])[N:14]2[CH2:17][C@H:10]1[CH2:11][CH2:12][C@H:13]2[C:18]([OH:20])=O)[C:2]1[CH:7]=[CH:6][CH:5]=[CH:4][CH:3]=1.Cl.C(N=C=NCCCN(C)C)C.ON1C2C=CC=CC=2N=N1.[NH2:43][O:44][CH2:45][CH2:46][NH:47][C:48](=[O:54])[O:49][C:50]([CH3:53])([CH3:52])[CH3:51]. The catalyst is C(Cl)Cl.C(N(CC)CC)C. The product is [C:50]([O:49][C:48](=[O:54])[NH:47][CH2:46][CH2:45][O:44][NH:43][C:18]([C@@H:13]1[CH2:12][CH2:11][C@@H:10]2[CH2:17][N:14]1[C:15](=[O:16])[N:9]2[O:8][CH2:1][C:2]1[CH:3]=[CH:4][CH:5]=[CH:6][CH:7]=1)=[O:20])([CH3:53])([CH3:51])[CH3:52]. The yield is 0.840. (3) The reactants are Cl.[CH3:2][C:3]1([CH3:23])[CH:12]=[CH:11][C:10]2[C:5](=[C:6]([CH2:13][N:14]3[CH2:22][CH2:21][C:17]4([CH2:20][NH:19][CH2:18]4)[CH2:16][CH2:15]3)[CH:7]=[CH:8][CH:9]=2)[O:4]1.[C:24](O)(=[O:31])[C:25]1[CH:30]=[CH:29][N:28]=[CH:27][CH:26]=1.CCN=C=NCCCN(C)C.C1C=CC2N(O)N=NC=2C=1.CCN(CC)CC. The catalyst is C(Cl)Cl. The product is [CH3:2][C:3]1([CH3:23])[CH:12]=[CH:11][C:10]2[C:5](=[C:6]([CH2:13][N:14]3[CH2:15][CH2:16][C:17]4([CH2:20][N:19]([C:24](=[O:31])[C:25]5[CH:30]=[CH:29][N:28]=[CH:27][CH:26]=5)[CH2:18]4)[CH2:21][CH2:22]3)[CH:7]=[CH:8][CH:9]=2)[O:4]1. The yield is 0.280. (4) The reactants are [Cr](Cl)([O-])(=O)=O.[NH+]1C=CC=CC=1.[CH3:12][O:13][C:14]1[CH:15]=[C:16]([CH:22]([C:24]2[CH:29]=[C:28]([O:30][CH3:31])[CH:27]=[C:26]([O:32][CH3:33])[CH:25]=2)[OH:23])[CH:17]=[C:18]([O:20][CH3:21])[CH:19]=1.[Cr]([O-])([O-])(=O)=O. The catalyst is ClCCl.CCOCC. The product is [CH3:33][O:32][C:26]1[CH:25]=[C:24]([C:22]([C:16]2[CH:17]=[C:18]([O:20][CH3:21])[CH:19]=[C:14]([O:13][CH3:12])[CH:15]=2)=[O:23])[CH:29]=[C:28]([O:30][CH3:31])[CH:27]=1. The yield is 0.630. (5) The reactants are [Si]([O:8][CH2:9][CH:10]1[CH2:15][CH2:14][CH2:13][N:12]([C:16]2[N:21]=[C:20]([C:22]([NH:24][C:25]3[C:34]([CH3:35])=[CH:33][C:28]([C:29]([O:31][CH3:32])=[O:30])=[CH:27][C:26]=3[CH3:36])=[O:23])[C:19]([CH3:37])=[CH:18][CH:17]=2)[CH2:11]1)(C(C)(C)C)(C)C.[N+](CCCC)(CCCC)(CCCC)CCCC.[F-]. The product is [OH:8][CH2:9][CH:10]1[CH2:15][CH2:14][CH2:13][N:12]([C:16]2[N:21]=[C:20]([C:22]([NH:24][C:25]3[C:26]([CH3:36])=[CH:27][C:28]([C:29]([O:31][CH3:32])=[O:30])=[CH:33][C:34]=3[CH3:35])=[O:23])[C:19]([CH3:37])=[CH:18][CH:17]=2)[CH2:11]1. The catalyst is C1COCC1. The yield is 0.300. (6) The reactants are N1C=CC=C(CN)C=1.[CH3:9][C:10]1[CH:14]=[C:13]([CH2:15][NH2:16])[NH:12][N:11]=1.[F:17][C:18]1[CH:39]=[CH:38][C:21]([CH2:22][N:23]2[C:27](=[O:28])[N:26]([C:29]3[S:30][C:31]([C:35](O)=[O:36])=[C:32]([CH3:34])[N:33]=3)[CH:25]=[N:24]2)=[CH:20][CH:19]=1. No catalyst specified. The product is [F:17][C:18]1[CH:39]=[CH:38][C:21]([CH2:22][N:23]2[C:27](=[O:28])[N:26]([C:29]3[S:30][C:31]([C:35]([NH:16][CH2:15][C:13]4[NH:12][N:11]=[C:10]([CH3:9])[CH:14]=4)=[O:36])=[C:32]([CH3:34])[N:33]=3)[CH:25]=[N:24]2)=[CH:20][CH:19]=1. The yield is 0.310. (7) The reactants are [NH2:1][C:2]1[C:11]([S:12]CC2C=CC(OC)=CC=2)=[CH:10][C:5]([C:6]([O:8][CH3:9])=[O:7])=[C:4]([NH:22][C:23]2[CH:28]=[CH:27][CH:26]=[CH:25][C:24]=2[Cl:29])[C:3]=1[F:30].C([C:33]1[C:39](=O)[C:38](Cl)=[C:37]([Cl:42])[C:35](=O)[C:34]=1C#N)#N.[OH2:45]. The catalyst is C(Cl)Cl. The product is [S:12]([C:11]1[C:2]([NH2:1])=[C:3]([F:30])[C:4]([NH:22][C:35]2[CH:34]=[CH:33][CH:39]=[CH:38][C:37]=2[Cl:42])=[C:5]([CH:10]=1)[C:6]([O:8][CH3:9])=[O:45])[S:12][C:11]1[C:2]([NH2:1])=[C:3]([F:30])[C:4]([NH:22][C:23]2[CH:28]=[CH:27][CH:26]=[CH:25][C:24]=2[Cl:29])=[C:5]([CH:10]=1)[C:6]([O:8][CH3:9])=[O:7]. The yield is 0.323.